Dataset: Reaction yield outcomes from USPTO patents with 853,638 reactions. Task: Predict the reaction yield, written as a fraction of the theoretical maximum amount of product (1.0 means a 100% yield; for example, 0.34 means a 34% yield). (1) The reactants are [N:1]1[C:8]([Cl:9])=[N:7][C:5]([Cl:6])=[N:4][C:2]=1[Cl:3].[Cl-].[Al+3].[Cl-].[Cl-].[OH-].[Al+3].[OH-].[OH-].[C:18]1([CH3:25])[CH:23]=[CH:22][CH:21]=[C:20]([CH3:24])[CH:19]=1. The catalyst is ClC1C=CC=CC=1. The product is [N:1]1[C:8]([Cl:9])=[N:7][C:5]([Cl:6])=[N:4][C:2]=1[Cl:3].[Cl:3][C:2]1[N:4]=[C:5]([C:23]2[CH:22]=[CH:21][C:20]([CH3:24])=[CH:19][C:18]=2[CH3:25])[N:7]=[C:8]([C:23]2[CH:22]=[CH:21][C:20]([CH3:24])=[CH:19][C:18]=2[CH3:25])[N:1]=1.[CH3:25][C:18]1[CH:19]=[C:20]([CH3:24])[CH:21]=[CH:22][C:23]=1[C:2]1[N:4]=[C:5]([C:23]2[CH:22]=[CH:21][C:20]([CH3:24])=[CH:19][C:18]=2[CH3:25])[N:7]=[C:8]([C:23]2[CH:22]=[CH:21][C:20]([CH3:24])=[CH:19][C:18]=2[CH3:25])[N:1]=1. The yield is 0.980. (2) The reactants are [H-].[Na+].[CH2:3]([O:10][C:11]([N:13]([CH2:15][C:16]1[NH:17][C:18]2[C:23]([CH:24]=1)=[CH:22][CH:21]=[CH:20][CH:19]=2)[CH3:14])=[O:12])[C:4]1[CH:9]=[CH:8][CH:7]=[CH:6][CH:5]=1.[CH2:25](I)[CH3:26]. The catalyst is CN(C=O)C.O. The product is [CH2:3]([O:10][C:11]([N:13]([CH2:15][C:16]1[N:17]([CH2:25][CH3:26])[C:18]2[C:23]([CH:24]=1)=[CH:22][CH:21]=[CH:20][CH:19]=2)[CH3:14])=[O:12])[C:4]1[CH:5]=[CH:6][CH:7]=[CH:8][CH:9]=1. The yield is 0.870. (3) The reactants are Cl.[NH2:2][CH2:3][C@@H:4]([C:6]1[CH:15]=[CH:14][C:13]([OH:16])=[C:12]2[C:7]=1[CH:8]=[CH:9][C:10](=[O:17])[NH:11]2)[OH:5].C(N(CC)CC)C.[C:25]1([C@H:31]([NH:62][C:63]([O:65][C@@H:66]2[CH:71]3[CH2:72][CH2:73][N:68]([CH2:69][CH2:70]3)[CH2:67]2)=[O:64])[C:32]2[CH:33]=[C:34]([CH:59]=[CH:60][CH:61]=2)[O:35][CH2:36][C:37]2[CH:58]=[CH:57][C:40]([C:41]([N:43]3[CH2:48][CH2:47][CH:46]([C:49]([O:51][CH2:52][CH2:53][CH2:54][CH:55]=O)=[O:50])[CH2:45][CH2:44]3)=[O:42])=[CH:39][CH:38]=2)[CH:30]=[CH:29][CH:28]=[CH:27][CH:26]=1.C(O[BH-](OC(=O)C)OC(=O)C)(=O)C.[Na+].C(O)(=O)C. The catalyst is CO. The product is [C:25]1([C@H:31]([NH:62][C:63]([O:65][C@@H:66]2[CH:71]3[CH2:70][CH2:69][N:68]([CH2:73][CH2:72]3)[CH2:67]2)=[O:64])[C:32]2[CH:33]=[C:34]([CH:59]=[CH:60][CH:61]=2)[O:35][CH2:36][C:37]2[CH:58]=[CH:57][C:40]([C:41]([N:43]3[CH2:44][CH2:45][CH:46]([C:49]([O:51][CH2:52][CH2:53][CH2:54][CH2:55][NH:2][CH2:3][C@H:4]([OH:5])[C:6]4[CH:15]=[CH:14][C:13]([OH:16])=[C:12]5[C:7]=4[CH:8]=[CH:9][C:10](=[O:17])[NH:11]5)=[O:50])[CH2:47][CH2:48]3)=[O:42])=[CH:39][CH:38]=2)[CH:26]=[CH:27][CH:28]=[CH:29][CH:30]=1. The yield is 0.160. (4) The catalyst is C([O-])(=O)C.[Pd+2].C([O-])(=O)C. The yield is 0.280. The reactants are Br[C:2]1[CH:7]=[CH:6][C:5]([CH3:8])=[CH:4][C:3]=1[Cl:9].C1(P(C2C=CC=CC=2)CCCP(C2C=CC=CC=2)C2C=CC=CC=2)C=CC=CC=1.C(N(CC)CC)C.[CH3:46][OH:47].CN(C)[CH:50]=[O:51]. The product is [Cl:9][C:3]1[CH:4]=[C:5]([CH3:8])[CH:6]=[CH:7][C:2]=1[C:46]([O:51][CH3:50])=[O:47]. (5) The product is [CH3:30][O:29][C:27](=[O:28])[CH2:26][C:25]([N:6]([CH:7]1[CH2:12][CH2:11][N:10]([C:13]([O:15][CH2:16][C:17]2[CH:22]=[CH:21][CH:20]=[CH:19][CH:18]=2)=[O:14])[CH2:9][CH2:8]1)[CH2:5][CH2:4][C:3]([O:2][CH3:1])=[O:23])=[O:31]. The yield is 0.690. The catalyst is C(Cl)Cl. The reactants are [CH3:1][O:2][C:3](=[O:23])[CH2:4][CH2:5][NH:6][CH:7]1[CH2:12][CH2:11][N:10]([C:13]([O:15][CH2:16][C:17]2[CH:22]=[CH:21][CH:20]=[CH:19][CH:18]=2)=[O:14])[CH2:9][CH2:8]1.Cl[C:25](=[O:31])[CH2:26][C:27]([O:29][CH3:30])=[O:28].